Dataset: HIV replication inhibition screening data with 41,000+ compounds from the AIDS Antiviral Screen. Task: Binary Classification. Given a drug SMILES string, predict its activity (active/inactive) in a high-throughput screening assay against a specified biological target. (1) The drug is CC(NNC(=S)N1CCCCCC1)c1cccnn1. The result is 0 (inactive). (2) The compound is CCN(CC)C(=O)N1CN(c2ccccc2)C2(CCN(CCCC3(c4ccc(F)cc4)OCCO3)CC2)C1=O.Cl. The result is 0 (inactive). (3) The molecule is Cc1oc2nc(N(C)C)nc(Cl)c2c1C. The result is 0 (inactive). (4) The compound is CCCCCCN(N)C(=O)CC#N. The result is 0 (inactive). (5) The drug is O=C1CN(C=C(C(=O)c2ccccc2)C(=O)c2ccccc2)C(=S)N1. The result is 0 (inactive). (6) The drug is O=C1C(O)=C(C(C=Cc2ccccc2)C2=C(O)C(=O)c3ccccc3C2=O)C(=O)c2ccccc21. The result is 0 (inactive).